From a dataset of Reaction yield outcomes from USPTO patents with 853,638 reactions. Predict the reaction yield, written as a fraction of the theoretical maximum amount of product (1.0 means a 100% yield; for example, 0.34 means a 34% yield). (1) The reactants are [Br:1][C:2]1[CH:7]=[CH:6][C:5]([NH2:8])=[CH:4][C:3]=1[C:9]([F:12])([F:11])[F:10].[I:13]Cl. The catalyst is C(O)(=O)C. The product is [Br:1][C:2]1[C:3]([C:9]([F:10])([F:11])[F:12])=[CH:4][C:5]([NH2:8])=[C:6]([I:13])[CH:7]=1. The yield is 0.580. (2) The reactants are [Br:1][C:2]1[S:3][C:4](Br)=[CH:5][CH:6]=1.[CH3:8][C:9]1[NH:10][CH:11]=[CH:12][N:13]=1.N1CCC[C@H]1C(O)=O.C([O-])([O-])=O.[K+].[K+]. The catalyst is CS(C)=O.[Cu]I. The product is [Br:1][C:2]1[S:3][C:4]([N:10]2[CH:11]=[CH:12][N:13]=[C:9]2[CH3:8])=[CH:5][CH:6]=1. The yield is 0.312. (3) The reactants are [CH:1]1([C:4]2[C:5]([N:24]([CH2:29][CH2:30][CH:31]([CH3:33])[CH3:32])[S:25]([CH3:28])(=[O:27])=[O:26])=[CH:6][C:7]3[O:11][C:10]([C:12]4[CH:17]=[CH:16][C:15]([F:18])=[CH:14][CH:13]=4)=[C:9]([C:19](=[NH:22])[NH:20][OH:21])[C:8]=3[CH:23]=2)[CH2:3][CH2:2]1.O.[CH:35](=O)[CH3:36]. The catalyst is C(O)C. The product is [CH:1]1([C:4]2[C:5]([N:24]([CH2:29][CH2:30][CH:31]([CH3:33])[CH3:32])[S:25]([CH3:28])(=[O:27])=[O:26])=[CH:6][C:7]3[O:11][C:10]([C:12]4[CH:13]=[CH:14][C:15]([F:18])=[CH:16][CH:17]=4)=[C:9]([C:19]4[NH:22][CH:35]([CH3:36])[O:21][N:20]=4)[C:8]=3[CH:23]=2)[CH2:2][CH2:3]1. The yield is 0.470. (4) The reactants are [OH:1][C:2]([C:56]1[S:57][CH:58]=[CH:59][CH:60]=1)([C:51]1[S:52][CH:53]=[CH:54][CH:55]=1)[C:3]([O:5][C@H:6]1[CH2:11][CH2:10][C@H:9]([N:12]([CH2:14][CH2:15][CH2:16][N:17]2[C:21]3[CH:22]=[CH:23][C:24]([CH2:26][NH:27][CH2:28][C@H:29]([O:42][Si](C(C)(C)C)(C)C)[C:30]4[CH:39]=[CH:38][C:37]([OH:40])=[C:36]5[C:31]=4[CH:32]=[CH:33][C:34](=[O:41])[NH:35]5)=[CH:25][C:20]=3[NH:19][C:18]2=[O:50])[CH3:13])[CH2:8][CH2:7]1)=[O:4].[FH:61].F.F.C(N(CC)CC)C.C(#N)C. The catalyst is C1COCC1. The product is [FH:61].[FH:61].[OH:1][C:2]([C:51]1[S:52][CH:53]=[CH:54][CH:55]=1)([C:56]1[S:57][CH:58]=[CH:59][CH:60]=1)[C:3]([O:5][C@H:6]1[CH2:11][CH2:10][C@H:9]([N:12]([CH2:14][CH2:15][CH2:16][N:17]2[C:21]3[CH:22]=[CH:23][C:24]([CH2:26][NH:27][CH2:28][C@H:29]([OH:42])[C:30]4[CH:39]=[CH:38][C:37]([OH:40])=[C:36]5[C:31]=4[CH:32]=[CH:33][C:34](=[O:41])[NH:35]5)=[CH:25][C:20]=3[NH:19][C:18]2=[O:50])[CH3:13])[CH2:8][CH2:7]1)=[O:4]. The yield is 0.510.